From a dataset of Catalyst prediction with 721,799 reactions and 888 catalyst types from USPTO. Predict which catalyst facilitates the given reaction. (1) Reactant: [Br:1][C:2]1[CH:21]=[CH:20][CH:19]=[CH:18][C:3]=1[CH2:4][N:5]1[C:10]2[N:11]=[C:12](SC)[N:13]=[CH:14][C:9]=2[CH:8]=[CH:7][C:6]1=[O:17].O[O:23][S:24]([O-:26])=O.[K+].[CH3:28]O. Product: [Br:1][C:2]1[CH:21]=[CH:20][CH:19]=[CH:18][C:3]=1[CH2:4][N:5]1[C:10]2[N:11]=[C:12]([S:24]([CH3:28])(=[O:26])=[O:23])[N:13]=[CH:14][C:9]=2[CH:8]=[CH:7][C:6]1=[O:17]. The catalyst class is: 6. (2) Reactant: [NH2:1][C:2]1[C:11]2[C:6](=[CH:7][CH:8]=[CH:9][CH:10]=2)[C:5]([C:12]#[N:13])=[CH:4][CH:3]=1.C[Si](C)(C)N[Si](C)(C)C.[Na].[C:24]([O:28][C:29](O[C:29]([O:28][C:24]([CH3:27])([CH3:26])[CH3:25])=[O:30])=[O:30])([CH3:27])([CH3:26])[CH3:25]. Product: [C:24]([O:28][C:29](=[O:30])[NH:1][C:2]1[C:11]2[C:6](=[CH:7][CH:8]=[CH:9][CH:10]=2)[C:5]([C:12]#[N:13])=[CH:4][CH:3]=1)([CH3:27])([CH3:26])[CH3:25]. The catalyst class is: 1.